This data is from Reaction yield outcomes from USPTO patents with 853,638 reactions. The task is: Predict the reaction yield, written as a fraction of the theoretical maximum amount of product (1.0 means a 100% yield; for example, 0.34 means a 34% yield). (1) The reactants are [Br:1][C:2]1[C:3]([F:10])=[C:4]([CH:7]=[CH:8][CH:9]=1)[NH:5][CH3:6].C(NC(C)C)(C)C.[F:18][C:19]1[CH:27]=[CH:26][C:22]([C:23](Cl)=[O:24])=[CH:21][CH:20]=1. The catalyst is C(Cl)Cl. The product is [Br:1][C:2]1[C:3]([F:10])=[C:4]([N:5]([CH3:6])[C:23](=[O:24])[C:22]2[CH:26]=[CH:27][C:19]([F:18])=[CH:20][CH:21]=2)[CH:7]=[CH:8][CH:9]=1. The yield is 0.680. (2) The reactants are [ClH:1].[CH2:2]([O:9][C:10]1[C:11]([NH:17][C:18]2[S:19][CH:20]=[C:21]([CH3:23])[N:22]=2)=[N:12][CH:13]=[C:14](Br)[CH:15]=1)[C:3]1[CH:8]=[CH:7][CH:6]=[CH:5][CH:4]=1.[Li]C.[CH2:26]([Li])CCC.IC. No catalyst specified. The product is [ClH:1].[CH2:2]([O:9][C:10]1[C:11]([NH:17][C:18]2[S:19][CH:20]=[C:21]([CH3:23])[N:22]=2)=[N:12][CH:13]=[C:14]([CH3:26])[CH:15]=1)[C:3]1[CH:8]=[CH:7][CH:6]=[CH:5][CH:4]=1. The yield is 0.128. (3) The reactants are [F:1][C:2]1[CH:3]=[C:4]([CH:27]=[CH:28][CH:29]=1)[CH2:5][N:6]1[C:14]2[C:9](=[CH:10][C:11]([NH:15][C:16]3[C:25]4[C:20](=[CH:21][CH:22]=[C:23]([NH2:26])[CH:24]=4)[N:19]=[CH:18][N:17]=3)=[CH:12][CH:13]=2)[CH:8]=[N:7]1.[Br:30][CH2:31]/[CH:32]=[CH:33]/[C:34](Cl)=[O:35].O. The yield is 0.614. The catalyst is C1COCC1. The product is [Br:30][CH2:31]/[CH:32]=[CH:33]/[C:34]([NH:26][C:23]1[CH:24]=[C:25]2[C:20](=[CH:21][CH:22]=1)[N:19]=[CH:18][N:17]=[C:16]2[NH:15][C:11]1[CH:10]=[C:9]2[C:14](=[CH:13][CH:12]=1)[N:6]([CH2:5][C:4]1[CH:27]=[CH:28][CH:29]=[C:2]([F:1])[CH:3]=1)[N:7]=[CH:8]2)=[O:35]. (4) The reactants are [NH2:1][C@@H:2]([CH2:33][C:34]1[CH:39]=[CH:38][CH:37]=[CH:36][CH:35]=1)[C@@H:3]([OH:32])[CH2:4][C@@H:5]([NH:19][C:20]([C@@H:22]([NH:27][C:28](=[O:31])[O:29][CH3:30])[C:23]([CH3:26])([CH3:25])[CH3:24])=[O:21])[CH2:6][C:7]1[CH:12]=[CH:11][C:10]([C:13]2[CH:18]=[CH:17][CH:16]=[CH:15][N:14]=2)=[CH:9][CH:8]=1.[CH3:40][C@@H:41]([CH2:60][CH3:61])[C@H:42]([N:46]1[CH2:50][CH2:49][N:48]([CH2:51][C:52]2[CH:57]=[CH:56][CH:55]=[C:54]([CH3:58])[N:53]=2)[C:47]1=[O:59])[C:43](O)=[O:44].CCOP(ON1N=NC2C=CC=CC=2C1=O)(OCC)=O.C(N(CC)C(C)C)(C)C. The catalyst is C1COCC1. The product is [OH:32][C@H:3]([C@@H:2]([NH:1][C:43](=[O:44])[C@@H:42]([N:46]1[CH2:50][CH2:49][N:48]([CH2:51][C:52]2[CH:57]=[CH:56][CH:55]=[C:54]([CH3:58])[N:53]=2)[C:47]1=[O:59])[CH:41]([CH3:40])[CH2:60][CH3:61])[CH2:33][C:34]1[CH:35]=[CH:36][CH:37]=[CH:38][CH:39]=1)[CH2:4][C@@H:5]([NH:19][C:20]([C@@H:22]([NH:27][C:28](=[O:31])[O:29][CH3:30])[C:23]([CH3:26])([CH3:25])[CH3:24])=[O:21])[CH2:6][C:7]1[CH:12]=[CH:11][C:10]([C:13]2[CH:18]=[CH:17][CH:16]=[CH:15][N:14]=2)=[CH:9][CH:8]=1. The yield is 0.510. (5) The reactants are [Cl:1][C:2]1[CH:7]=[CH:6][C:5]([NH2:8])=[C:4]([C:9]#[C:10][C:11]2[CH:16]=[CH:15][CH:14]=[CH:13][C:12]=2[Cl:17])[CH:3]=1.[CH:18]1([C:21](=O)[CH2:22][C:23]([O:25][CH2:26][CH3:27])=[O:24])[CH2:20][CH2:19]1.CC1C=CC(S(O)(=O)=O)=CC=1.O. The catalyst is CCO. The product is [CH2:26]([O:25][C:23]([C:22]1[C:21]([CH:18]2[CH2:20][CH2:19]2)=[N:8][C:5]2[C:4]([C:9]=1[CH2:10][C:11]1[CH:16]=[CH:15][CH:14]=[CH:13][C:12]=1[Cl:17])=[CH:3][C:2]([Cl:1])=[CH:7][CH:6]=2)=[O:24])[CH3:27]. The yield is 0.220. (6) The reactants are [CH:1]1[C:13]2[CH:12]([CH2:14][O:15][C:16]([NH:18][C@H:19]([C:25]([OH:27])=[O:26])[CH2:20][CH2:21][CH2:22][CH2:23][NH2:24])=[O:17])[C:11]3[C:6](=[CH:7][CH:8]=[CH:9][CH:10]=3)[C:5]=2[CH:4]=[CH:3][CH:2]=1.[CH:28]1[C:37]2[C:32](=[CH:33][CH:34]=[CH:35][CH:36]=2)[CH:31]=[CH:30][C:29]=1[S:38](Cl)(=[O:40])=[O:39]. No catalyst specified. The product is [CH:28]1[C:37]2[C:32](=[CH:33][CH:34]=[CH:35][CH:36]=2)[CH:31]=[CH:30][C:29]=1[S:38]([NH:24][CH2:23][CH2:22][CH2:21][CH2:20][C@@H:19]([C:25]([OH:27])=[O:26])[NH:18][C:16]([O:15][CH2:14][CH:12]1[C:11]2[CH:10]=[CH:9][CH:8]=[CH:7][C:6]=2[C:5]2[C:13]1=[CH:1][CH:2]=[CH:3][CH:4]=2)=[O:17])(=[O:39])=[O:40]. The yield is 0.710. (7) The catalyst is CC(C)=O.O.CC(C)=O. The yield is 0.254. The product is [CH2:1]([O:13][C:14]1[CH:15]=[C:16]([C:33](=[O:51])[C:39]([C:41]2[CH:46]=[CH:45][C:44]([I:47])=[CH:43][CH:42]=2)=[O:40])[CH:17]=[CH:18][C:19]=1[O:20][CH2:21][CH2:22][CH2:23][CH2:24][CH2:25][CH2:26][CH2:27][CH2:28][CH2:29][CH2:30][CH2:31][CH3:32])[CH2:2][CH2:3][CH2:4][CH2:5][CH2:6][CH2:7][CH2:8][CH2:9][CH2:10][CH2:11][CH3:12]. The reactants are [CH2:1]([O:13][C:14]1[CH:15]=[C:16]([C:33]2([CH:39]([C:41]3[CH:46]=[CH:45][C:44]([I:47])=[CH:43][CH:42]=3)[OH:40])SCCCS2)[CH:17]=[CH:18][C:19]=1[O:20][CH2:21][CH2:22][CH2:23][CH2:24][CH2:25][CH2:26][CH2:27][CH2:28][CH2:29][CH2:30][CH2:31][CH3:32])[CH2:2][CH2:3][CH2:4][CH2:5][CH2:6][CH2:7][CH2:8][CH2:9][CH2:10][CH2:11][CH3:12].C1C(=O)N(Br)C(=[O:51])C1.[O-]S([O-])=O.[Na+].[Na+].C(Cl)Cl. (8) The reactants are [F:1][C:2]([F:25])([F:24])[C:3]1[CH:19]=[C:18]([C:20]([F:23])([F:22])[F:21])[CH:17]=[CH:16][C:4]=1[CH2:5][O:6][C:7]1[CH:14]=[CH:13][C:10]([CH:11]=[O:12])=[CH:9][C:8]=1[OH:15].C(=O)([O-])[O-].[K+].[K+].Br[CH:33]([CH3:35])[CH3:34].O. The catalyst is CN(C=O)C. The product is [F:1][C:2]([F:24])([F:25])[C:3]1[CH:19]=[C:18]([C:20]([F:23])([F:22])[F:21])[CH:17]=[CH:16][C:4]=1[CH2:5][O:6][C:7]1[CH:14]=[CH:13][C:10]([CH:11]=[O:12])=[CH:9][C:8]=1[O:15][CH:33]([CH3:35])[CH3:34]. The yield is 0.500. (9) The reactants are [Cl:1][C:2]1[CH:3]=[C:4]2[C:9](=[CH:10][CH:11]=1)[NH:8][C:7](=[O:12])[C:6]([C:13]1[O:14][CH2:15][CH:16]([CH2:18][CH:19]([CH3:21])[CH3:20])[N:17]=1)=[C:5]2[C:22]1[CH:27]=[CH:26][CH:25]=[CH:24][CH:23]=1. The catalyst is O=[Mn]=O. The product is [Cl:1][C:2]1[CH:3]=[C:4]2[C:9](=[CH:10][CH:11]=1)[NH:8][C:7](=[O:12])[C:6]([C:13]1[O:14][CH:15]=[C:16]([CH2:18][CH:19]([CH3:21])[CH3:20])[N:17]=1)=[C:5]2[C:22]1[CH:23]=[CH:24][CH:25]=[CH:26][CH:27]=1. The yield is 0.200.